This data is from NCI-60 drug combinations with 297,098 pairs across 59 cell lines. The task is: Regression. Given two drug SMILES strings and cell line genomic features, predict the synergy score measuring deviation from expected non-interaction effect. (1) Drug 1: C1=NC2=C(N=C(N=C2N1C3C(C(C(O3)CO)O)F)Cl)N. Drug 2: CCN(CC)CCNC(=O)C1=C(NC(=C1C)C=C2C3=C(C=CC(=C3)F)NC2=O)C. Cell line: BT-549. Synergy scores: CSS=11.4, Synergy_ZIP=-1.34, Synergy_Bliss=0.325, Synergy_Loewe=-12.1, Synergy_HSA=-2.04. (2) Drug 1: C1CCN(CC1)CCOC2=CC=C(C=C2)C(=O)C3=C(SC4=C3C=CC(=C4)O)C5=CC=C(C=C5)O. Drug 2: C1C(C(OC1N2C=NC(=NC2=O)N)CO)O. Cell line: SNB-19. Synergy scores: CSS=18.6, Synergy_ZIP=-4.63, Synergy_Bliss=-1.74, Synergy_Loewe=-11.1, Synergy_HSA=-3.86.